Task: Predict the product of the given reaction.. Dataset: Forward reaction prediction with 1.9M reactions from USPTO patents (1976-2016) The product is: [NH2:1][C:2]1[C:3]([C:7](=[N:16][OH:17])[NH:8][C:9]2[CH:14]=[CH:13][CH:12]=[C:11]([C:20]#[C:19][CH2:18][OH:21])[CH:10]=2)=[N:4][O:5][N:6]=1. Given the reactants [NH2:1][C:2]1[C:3]([C:7](=[N:16][OH:17])[NH:8][C:9]2[CH:14]=[CH:13][CH:12]=[C:11](I)[CH:10]=2)=[N:4][O:5][N:6]=1.[CH2:18]([OH:21])[C:19]#[CH:20].C(NCC)C, predict the reaction product.